Dataset: Forward reaction prediction with 1.9M reactions from USPTO patents (1976-2016). Task: Predict the product of the given reaction. (1) Given the reactants [Cl-].[Al+3].[Cl-].[Cl-].[CH2:5]([N:7]([C:18]1[CH:23]=[CH:22][C:21]([O:24]C)=[CH:20][CH:19]=1)[C:8](=[O:17])[CH:9]=[CH:10]C1C=CC=CC=1)[CH3:6], predict the reaction product. The product is: [CH2:5]([N:7]1[C:18]2[C:19](=[CH:20][C:21]([OH:24])=[CH:22][CH:23]=2)[CH:10]=[CH:9][C:8]1=[O:17])[CH3:6]. (2) Given the reactants [CH2:1]([O:3][CH:4]1[CH2:9][CH2:8][CH:7]([C:10]2[CH:15]=[CH:14][C:13]([C:16]3(O)[CH2:21][CH2:20][CH:19]([CH:22]4[CH2:31][CH2:30][C:25]5([O:29][CH2:28][CH2:27][O:26]5)[CH2:24][CH2:23]4)[CH2:18][CH2:17]3)=[C:12]([F:33])[CH:11]=2)[CH2:6][CH2:5]1)[CH3:2].C1(C)C=CC(S(O)(=O)=O)=CC=1.C1(C)C=CC=CC=1, predict the reaction product. The product is: [CH2:1]([O:3][CH:4]1[CH2:5][CH2:6][CH:7]([C:10]2[CH:15]=[CH:14][C:13]([C:16]3[CH2:21][CH2:20][CH:19]([CH:22]4[CH2:23][CH2:24][C:25]5([O:26][CH2:27][CH2:28][O:29]5)[CH2:30][CH2:31]4)[CH2:18][CH:17]=3)=[C:12]([F:33])[CH:11]=2)[CH2:8][CH2:9]1)[CH3:2]. (3) Given the reactants [Li]CCCC.C(NC(C)C)(C)C.Cl[C:14](=[O:31])[CH2:15][CH:16]1[CH2:20][CH2:19][CH2:18][N:17]1[C:21]([O:23][CH2:24][C:25]1[CH:30]=[CH:29][CH:28]=[CH:27][CH:26]=1)=[O:22].Cl.[C:33]([O:36][CH2:37][CH3:38])(=[O:35])[CH3:34], predict the reaction product. The product is: [CH2:37]([O:36][C:33](=[O:35])[CH2:34][C:14](=[O:31])[CH2:15][CH:16]1[CH2:20][CH2:19][CH2:18][N:17]1[C:21]([O:23][CH2:24][C:25]1[CH:30]=[CH:29][CH:28]=[CH:27][CH:26]=1)=[O:22])[CH3:38]. (4) Given the reactants [CH:1]1([C:6]2[N:11]=[N:10][C:9]([C:12]3[C:20]4[C:15](=[N:16][CH:17]=[CH:18][CH:19]=4)[N:14]([CH2:21][C:22]4[CH:27]=[CH:26][CH:25]=[CH:24][C:23]=4[F:28])[N:13]=3)=[N:8][C:7]=2O)[CH2:5][CH2:4][CH2:3][CH2:2]1.P(Cl)(Cl)(Cl)=O.[NH3:35], predict the reaction product. The product is: [CH:1]1([C:6]2[N:11]=[N:10][C:9]([C:12]3[C:20]4[C:15](=[N:16][CH:17]=[CH:18][CH:19]=4)[N:14]([CH2:21][C:22]4[CH:27]=[CH:26][CH:25]=[CH:24][C:23]=4[F:28])[N:13]=3)=[N:8][C:7]=2[NH2:35])[CH2:5][CH2:4][CH2:3][CH2:2]1.